This data is from Catalyst prediction with 721,799 reactions and 888 catalyst types from USPTO. The task is: Predict which catalyst facilitates the given reaction. (1) Reactant: [CH3:1][CH:2]1[CH2:7][CH2:6][NH:5][CH2:4][CH2:3]1.Br[CH:9]([C:15]1[CH:20]=[CH:19][CH:18]=[CH:17][CH:16]=1)[C:10]([O:12][CH2:13][CH3:14])=[O:11]. The catalyst class is: 10. Product: [CH3:1][CH:2]1[CH2:7][CH2:6][N:5]([CH:9]([C:15]2[CH:20]=[CH:19][CH:18]=[CH:17][CH:16]=2)[C:10]([O:12][CH2:13][CH3:14])=[O:11])[CH2:4][CH2:3]1. (2) Reactant: [CH3:1][C:2]1[CH:3]=[C:4]([CH:19]=[CH:20][C:21]=1[CH3:22])[C:5]([C:7]1[C:16](=[O:17])[C:15]2[C:10](=[N:11][C:12]([CH3:18])=[CH:13][CH:14]=2)[NH:9][CH:8]=1)=[O:6].[H-].[Na+].[Br:25][C:26]1[CH:31]=[CH:30][CH:29]=[C:28]([CH2:32]Br)[N:27]=1. Product: [Br:25][C:26]1[N:27]=[C:28]([CH2:32][N:9]2[C:10]3[C:15](=[CH:14][CH:13]=[C:12]([CH3:18])[N:11]=3)[C:16](=[O:17])[C:7]([C:5](=[O:6])[C:4]3[CH:19]=[CH:20][C:21]([CH3:22])=[C:2]([CH3:1])[CH:3]=3)=[CH:8]2)[CH:29]=[CH:30][CH:31]=1. The catalyst class is: 9.